Dataset: Orexin1 receptor HTS with 218,158 compounds and 233 confirmed actives. Task: Binary Classification. Given a drug SMILES string, predict its activity (active/inactive) in a high-throughput screening assay against a specified biological target. (1) The molecule is O(c1c2c(CN(C2=O)c2cc(ccc2)C)ccc1OC)C. The result is 0 (inactive). (2) The molecule is Clc1ccc(S(=O)(=O)N(c2cc(S(=O)(=O)Nc3ccc(cc3)C)ccc2OC)C)cc1. The result is 0 (inactive). (3) The molecule is O(n1nnc2c1cccc2)Cc1ccc(cc1)C#N. The result is 0 (inactive). (4) The drug is S(=O)(=O)(Nc1cc2[nH]c(=O)[nH]c2cc1)c1c(OC)c(OC)cc(c1)/C=C\C(O)=O. The result is 0 (inactive). (5) The compound is O(C(C)(C)C)C(=O)NC(COCc1ccccc1)C(=O)Nc1c(OC)cccc1. The result is 0 (inactive). (6) The drug is O(CC(=O)/C(=c1\[nH]c2c([nH]1)cccc2)C#N)C(=O)C(C)C. The result is 0 (inactive).